Dataset: NCI-60 drug combinations with 297,098 pairs across 59 cell lines. Task: Regression. Given two drug SMILES strings and cell line genomic features, predict the synergy score measuring deviation from expected non-interaction effect. Drug 1: CC1C(C(CC(O1)OC2CC(OC(C2O)C)OC3=CC4=CC5=C(C(=O)C(C(C5)C(C(=O)C(C(C)O)O)OC)OC6CC(C(C(O6)C)O)OC7CC(C(C(O7)C)O)OC8CC(C(C(O8)C)O)(C)O)C(=C4C(=C3C)O)O)O)O. Drug 2: C1C(C(OC1N2C=NC(=NC2=O)N)CO)O. Cell line: IGROV1. Synergy scores: CSS=23.4, Synergy_ZIP=-0.404, Synergy_Bliss=-1.04, Synergy_Loewe=-8.18, Synergy_HSA=-1.57.